Dataset: Full USPTO retrosynthesis dataset with 1.9M reactions from patents (1976-2016). Task: Predict the reactants needed to synthesize the given product. Given the product [Cl:11][C:12]1[CH:17]=[C:16]([C:18]2[CH:23]=[N:22][CH:21]=[C:20]([CH3:24])[N:19]=2)[CH:15]=[CH:14][C:13]=1[C:25]1[C:36](=[O:37])[N:35]([CH2:38][CH:39]=[O:40])[C:28]2[N:29]=[C:30]([S:33][CH3:34])[N:31]=[CH:32][C:27]=2[CH:26]=1, predict the reactants needed to synthesize it. The reactants are: C(Cl)(=O)C(Cl)=O.CS(C)=O.[Cl:11][C:12]1[CH:17]=[C:16]([C:18]2[CH:23]=[N:22][CH:21]=[C:20]([CH3:24])[N:19]=2)[CH:15]=[CH:14][C:13]=1[C:25]1[C:36](=[O:37])[N:35]([CH2:38][CH2:39][OH:40])[C:28]2[N:29]=[C:30]([S:33][CH3:34])[N:31]=[CH:32][C:27]=2[CH:26]=1.ClC1C(C=O)=CN=C(SC)N=1.